Predict the reaction yield, written as a fraction of the theoretical maximum amount of product (1.0 means a 100% yield; for example, 0.34 means a 34% yield). From a dataset of Reaction yield outcomes from USPTO patents with 853,638 reactions. The reactants are [NH2:1][C:2]1[CH:3]=[CH:4][CH:5]=[C:6]2[C:11]=1[CH2:10][CH:9]([OH:12])[CH2:8][CH2:7]2.N1C=CC=CC=1.Cl[C:20]([O:22][C:23]1[CH:28]=[CH:27][CH:26]=[CH:25][CH:24]=1)=[O:21].O. The catalyst is C1COCC1. The product is [C:23]1([O:22][C:20](=[O:21])[NH:1][C:2]2[C:11]3[CH2:10][CH:9]([OH:12])[CH2:8][CH2:7][C:6]=3[CH:5]=[CH:4][CH:3]=2)[CH:28]=[CH:27][CH:26]=[CH:25][CH:24]=1. The yield is 0.480.